From a dataset of Rat liver microsome stability data. Regression/Classification. Given a drug SMILES string, predict its absorption, distribution, metabolism, or excretion properties. Task type varies by dataset: regression for continuous measurements (e.g., permeability, clearance, half-life) or binary classification for categorical outcomes (e.g., BBB penetration, CYP inhibition). Dataset: rlm. The drug is Cc1c(C(=O)Nc2ccnc(F)c2)nn(C)c1-c1ccc(F)cc1. The result is 0 (unstable in rat liver microsomes).